This data is from Full USPTO retrosynthesis dataset with 1.9M reactions from patents (1976-2016). The task is: Predict the reactants needed to synthesize the given product. (1) Given the product [CH2:1]([O:3][C:4](=[O:18])[CH2:5][CH2:6][C:7]1[C:16]2[C:11](=[CH:12][CH:13]=[CH:14][CH:15]=2)[C:10]([O:17][CH2:20][C:21]2[C:22]([CH:37]3[CH2:39][CH2:38]3)=[N:23][C:24]([C:27]3[CH:28]=[CH:29][C:30]([C:33]([F:35])([F:36])[F:34])=[CH:31][CH:32]=3)=[N:25][CH:26]=2)=[CH:9][CH:8]=1)[CH3:2], predict the reactants needed to synthesize it. The reactants are: [CH2:1]([O:3][C:4](=[O:18])[CH2:5][CH2:6][C:7]1[C:16]2[C:11](=[CH:12][CH:13]=[CH:14][CH:15]=2)[C:10]([OH:17])=[CH:9][CH:8]=1)[CH3:2].Cl[CH2:20][C:21]1[C:22]([CH:37]2[CH2:39][CH2:38]2)=[N:23][C:24]([C:27]2[CH:32]=[CH:31][C:30]([C:33]([F:36])([F:35])[F:34])=[CH:29][CH:28]=2)=[N:25][CH:26]=1. (2) Given the product [CH2:1]1[C:10]2[C:5](=[CH:6][C:7]([C:11]([C@@H:13]3[C@@H:18]([CH3:19])[CH2:17][CH2:16][CH2:15][C:14]3([CH3:20])[CH3:21])=[O:12])=[CH:8][CH:9]=2)[CH2:4][CH2:3][NH:2]1, predict the reactants needed to synthesize it. The reactants are: [CH:1]1[C:10]2[C:5](=[CH:6][C:7]([C:11]([C@@H:13]3[C@@H:18]([CH3:19])[CH2:17][CH2:16][CH2:15][C:14]3([CH3:21])[CH3:20])=[O:12])=[CH:8][CH:9]=2)[CH:4]=[CH:3][N:2]=1.[OH-].[Na+]. (3) Given the product [C:2]1([CH3:10])[CH:7]=[CH:6][C:5]([N:8]([CH2:25][CH2:24][C:23]([NH:22][C:18]([CH3:21])([CH3:20])[CH3:19])=[O:27])[NH2:9])=[CH:4][CH:3]=1, predict the reactants needed to synthesize it. The reactants are: Cl.[C:2]1([CH3:10])[CH:7]=[CH:6][C:5]([NH:8][NH2:9])=[CH:4][CH:3]=1.C(N(CC)CC)C.[C:18]([NH:22][C:23](=[O:27])[CH2:24][CH2:25]Cl)([CH3:21])([CH3:20])[CH3:19]. (4) The reactants are: Cl[C:2]1[CH:7]=[CH:6][N:5]=[C:4]2[CH:8]=[C:9]([C:11]3[N:12]([CH2:16][O:17][CH3:18])[CH:13]=[CH:14][N:15]=3)[S:10][C:3]=12.[CH3:19][C:20]1[NH:21][C:22]2[C:27]([CH:28]=1)=[CH:26][C:25]([NH2:29])=[CH:24][CH:23]=2. Given the product [CH3:18][O:17][CH2:16][N:12]1[CH:13]=[CH:14][N:15]=[C:11]1[C:9]1[S:10][C:3]2[C:4](=[N:5][CH:6]=[CH:7][C:2]=2[NH:29][C:25]2[CH:26]=[C:27]3[C:22](=[CH:23][CH:24]=2)[NH:21][C:20]([CH3:19])=[CH:28]3)[CH:8]=1, predict the reactants needed to synthesize it. (5) Given the product [CH2:11]([N:7]1[C:8]2[C:4](=[CH:3][C:2]([B:18]([OH:23])[OH:19])=[CH:10][CH:9]=2)[CH:5]=[N:6]1)[CH3:12], predict the reactants needed to synthesize it. The reactants are: Br[C:2]1[CH:3]=[C:4]2[C:8](=[CH:9][CH:10]=1)[N:7]([CH2:11][CH3:12])[N:6]=[CH:5]2.C([Li])CCC.[B:18](OC(C)C)([O:23]C(C)C)[O:19]C(C)C. (6) Given the product [CH3:20][N:15]1[C:14]2[CH:21]=[CH:22][C:11]([N:7]3[CH2:6][C@H:5]([C:3]([NH2:23])=[O:2])[O:9][C:8]3=[O:10])=[CH:12][C:13]=2[S:18][CH2:17][C:16]1=[O:19], predict the reactants needed to synthesize it. The reactants are: C[O:2][C:3]([C@@H:5]1[O:9][C:8](=[O:10])[N:7]([C:11]2[CH:22]=[CH:21][C:14]3[N:15]([CH3:20])[C:16](=[O:19])[CH2:17][S:18][C:13]=3[CH:12]=2)[CH2:6]1)=O.[NH3:23]. (7) The reactants are: [CH3:1][CH:2]([CH3:15])[CH2:3][CH2:4][NH:5][C:6]([C:8]1[N:9]=[N:10][C:11](Cl)=[CH:12][CH:13]=1)=[O:7].[N:16]1([C:22]([C:24]2[CH:29]=[C:28]([F:30])[CH:27]=[CH:26][C:25]=2[C:31]([F:34])([F:33])[F:32])=[O:23])[CH2:21][CH2:20][NH:19][CH2:18][CH2:17]1. Given the product [CH3:1][CH:2]([CH3:15])[CH2:3][CH2:4][NH:5][C:6]([C:8]1[N:9]=[N:10][C:11]([N:19]2[CH2:20][CH2:21][N:16]([C:22](=[O:23])[C:24]3[CH:29]=[C:28]([F:30])[CH:27]=[CH:26][C:25]=3[C:31]([F:34])([F:33])[F:32])[CH2:17][CH2:18]2)=[CH:12][CH:13]=1)=[O:7], predict the reactants needed to synthesize it.